From a dataset of Reaction yield outcomes from USPTO patents with 853,638 reactions. Predict the reaction yield, written as a fraction of the theoretical maximum amount of product (1.0 means a 100% yield; for example, 0.34 means a 34% yield). (1) The reactants are Br[C:2]1[CH:7]=[CH:6][C:5]([C:8]2[CH:13]=[CH:12][C:11]([O:14][CH2:15][CH2:16][CH2:17][CH2:18][CH2:19][CH2:20][CH2:21][CH3:22])=[CH:10][CH:9]=2)=[CH:4][CH:3]=1.[B:23](OC)([O:26]C)[O:24]C.Cl. The catalyst is CCCCCC.C1COCC1. The product is [CH2:15]([O:14][C:11]1[CH:12]=[CH:13][C:8]([C:5]2[CH:6]=[CH:7][C:2]([B:23]([OH:26])[OH:24])=[CH:3][CH:4]=2)=[CH:9][CH:10]=1)[CH2:16][CH2:17][CH2:18][CH2:19][CH2:20][CH2:21][CH3:22]. The yield is 0.730. (2) The reactants are [CH3:1][C:2]1[CH:3]=[C:4]([OH:11])[CH:5]=[CH:6][C:7]=1[N+:8]([O-:10])=[O:9].C(=O)([O-])[O-].[K+].[K+].Br[CH2:19][CH2:20][CH3:21]. The catalyst is CC(=O)CC. The product is [CH3:1][C:2]1[CH:3]=[C:4]([O:11][CH2:19][CH2:20][CH3:21])[CH:5]=[CH:6][C:7]=1[N+:8]([O-:10])=[O:9]. The yield is 0.990. (3) The reactants are C[O:2][CH2:3][C:4]1C=CC(C#N)=CC=1.C[Mg]I.[C:15]1([CH3:21])[CH:20]=[CH:19][CH:18]=[CH:17][CH:16]=1.[CH3:22][OH:23].O. The catalyst is C1COCC1.C(OCC)C. The product is [CH3:22][O:23][CH2:21][C:15]1[CH:20]=[CH:19][C:18]([C:3](=[O:2])[CH3:4])=[CH:17][CH:16]=1. The yield is 0.550. (4) The reactants are [CH3:1][CH:2]1[CH2:6][CH2:5][CH2:4][N:3]1[C:7]1[N:12]=[C:11]([NH:13][C:14]2[C:15]3[N:16]([CH:29]=[CH:30][N:31]=3)[N:17]=[C:18]([C:20]3[CH:21]=[C:22]([CH:26]=[CH:27][CH:28]=3)[C:23]([OH:25])=O)[CH:19]=2)[CH:10]=[CH:9][CH:8]=1.[Cl-].[NH4+].CC[N:36]=C=NCCCN(C)C.C1C=CC2N(O)N=NC=2C=1.CCN(CC)CC. The catalyst is ClCCl.CN(C=O)C. The product is [CH3:1][CH:2]1[CH2:6][CH2:5][CH2:4][N:3]1[C:7]1[N:12]=[C:11]([NH:13][C:14]2[C:15]3[N:16]([CH:29]=[CH:30][N:31]=3)[N:17]=[C:18]([C:20]3[CH:21]=[C:22]([CH:26]=[CH:27][CH:28]=3)[C:23]([NH2:36])=[O:25])[CH:19]=2)[CH:10]=[CH:9][CH:8]=1. The yield is 0.480. (5) The product is [Cl:1][C:2]1[CH:3]=[C:4]([CH:10]([CH2:20][C@H:21]2[CH2:25][CH2:24][CH2:23][O:22]2)[C:11]([NH:13][C:14]2[CH:19]=[N:18][CH:17]=[CH:16][N:15]=2)=[O:12])[CH:5]=[CH:6][C:7]=1[S:8]([CH3:9])(=[O:27])=[O:37]. The yield is 0.671. The reactants are [Cl:1][C:2]1[CH:3]=[C:4]([CH:10]([CH2:20][C@H:21]2[CH2:25][CH2:24][CH2:23][O:22]2)[C:11]([NH:13][C:14]2[CH:19]=[N:18][CH:17]=[CH:16][N:15]=2)=[O:12])[CH:5]=[CH:6][C:7]=1[S:8][CH3:9].C(O)=[O:27].OO.[Mn]([O-])(=O)(=O)=O.[K+].[OH2:37]. The catalyst is CO. (6) The product is [S:8]1[C:5]2=[N:6][CH:7]=[C:2]([C:19]3[CH:20]=[CH:21][C:22]([CH2:25][C:26]([NH:28][C:29]4[CH:33]=[C:32]([C:34]5([C:37]([F:40])([F:38])[F:39])[CH2:35][CH2:36]5)[O:31][N:30]=4)=[O:27])=[CH:23][CH:24]=3)[CH:3]=[C:4]2[CH:10]=[CH:9]1. The catalyst is O. The reactants are Br[C:2]1[CH:3]=[C:4]2[CH:10]=[CH:9][S:8][C:5]2=[N:6][CH:7]=1.CC1(C)C(C)(C)OB([C:19]2[CH:24]=[CH:23][C:22]([CH2:25][C:26]([NH:28][C:29]3[CH:33]=[C:32]([C:34]4([C:37]([F:40])([F:39])[F:38])[CH2:36][CH2:35]4)[O:31][N:30]=3)=[O:27])=[CH:21][CH:20]=2)O1.C([O-])([O-])=O.[Na+].[Na+].CC#N. The yield is 0.260. (7) The reactants are [C:1](Cl)(=[O:8])[C:2]1[CH:7]=[CH:6][CH:5]=[CH:4][CH:3]=1.Cl.[NH2:11][C:12]1[CH:13]=[C:14]([B:21]([OH:23])[OH:22])[CH:15]=[C:16]([N+:18]([O-:20])=[O:19])[CH:17]=1. No catalyst specified. The product is [C:1]([NH:11][C:12]1[CH:13]=[C:14]([B:21]([OH:23])[OH:22])[CH:15]=[C:16]([N+:18]([O-:20])=[O:19])[CH:17]=1)(=[O:8])[C:2]1[CH:7]=[CH:6][CH:5]=[CH:4][CH:3]=1. The yield is 0.660. (8) The reactants are [NH2:1][C:2]1[S:3][CH:4]=[CH:5][N:6]=1.[CH:7]1[C:12]([S:13](Cl)(=[O:15])=[O:14])=[CH:11][CH:10]=[C:9]([I:17])[CH:8]=1.Cl.S1C(N)=NC=N1. The catalyst is N1C=CC=CC=1. The product is [I:17][C:9]1[CH:8]=[CH:7][C:12]([S:13]([NH:1][C:2]2[S:3][CH:4]=[CH:5][N:6]=2)(=[O:15])=[O:14])=[CH:11][CH:10]=1. The yield is 0.380. (9) The reactants are [N:1]([CH2:4][C@H:5]1[O:11][CH:8]([O:9][CH3:10])[C@H:7]([OH:12])[C@H:6]1[O:13][CH2:14][CH3:15])=[N+:2]=[N-:3].N1C=CC=CC=1.[F:22][C:23]([F:36])([F:35])[S:24](O[S:24]([C:23]([F:36])([F:35])[F:22])(=[O:26])=[O:25])(=[O:26])=[O:25].CO. The catalyst is C(Cl)Cl. The product is [N:1]([CH2:4][C@H:5]1[O:11][CH:8]([O:9][CH3:10])[C@H:7]([O:12][S:24]([C:23]([F:36])([F:35])[F:22])(=[O:26])=[O:25])[C@H:6]1[O:13][CH2:14][CH3:15])=[N+:2]=[N-:3]. The yield is 0.990. (10) The product is [N:1]([CH2:4][CH2:5][CH2:6][S:7]([O:22][CH2:21][CH:20]([O:23][CH:24]1[CH2:29][CH2:28][CH2:27][CH2:26][O:25]1)[CH2:19][N:15]1[CH:16]=[CH:17][N:18]=[C:14]1[N+:11]([O-:13])=[O:12])(=[O:9])=[O:8])=[N+:2]=[N-:3]. The yield is 0.830. The catalyst is ClCCl. The reactants are [N:1]([CH2:4][CH2:5][CH2:6][S:7](Cl)(=[O:9])=[O:8])=[N+:2]=[N-:3].[N+:11]([C:14]1[N:15]([CH2:19][CH:20]([O:23][CH:24]2[CH2:29][CH2:28][CH2:27][CH2:26][O:25]2)[CH2:21][OH:22])[CH:16]=[CH:17][N:18]=1)([O-:13])=[O:12].C(N(CC)CC)C.O.